Dataset: Cav3 T-type calcium channel HTS with 100,875 compounds. Task: Binary Classification. Given a drug SMILES string, predict its activity (active/inactive) in a high-throughput screening assay against a specified biological target. (1) The compound is Brc1cc(C(=O)Nc2sc(nn2)C)ccc1. The result is 0 (inactive). (2) The result is 0 (inactive). The compound is O(c1cc2c(C(NCC2)Cc2cc(Oc3ccc(CC4NCCc5c4cc(O)c(OC)c5)cc3)c(O)cc2)cc1O)C. (3) The drug is O(c1cc(CNC2C3CCN(C2)CC3)ccc1)CC. The result is 0 (inactive). (4) The drug is o1c(CCC(NC(=O)CCc2c(n3nc(cc3nc2C)c2cc(OC)cc(OC)c2)C)C)ccc1. The result is 0 (inactive).